This data is from TCR-epitope binding with 47,182 pairs between 192 epitopes and 23,139 TCRs. The task is: Binary Classification. Given a T-cell receptor sequence (or CDR3 region) and an epitope sequence, predict whether binding occurs between them. (1) The epitope is YYRRATRRIR. The TCR CDR3 sequence is CASSPLSGQGLSEKLFF. Result: 1 (the TCR binds to the epitope). (2) The epitope is ALSKGVHFV. The TCR CDR3 sequence is CASTTGTYNEQFF. Result: 1 (the TCR binds to the epitope).